Dataset: Forward reaction prediction with 1.9M reactions from USPTO patents (1976-2016). Task: Predict the product of the given reaction. (1) Given the reactants C(NC(C)C)(C)C.C([Li])CCCCC.CCCCCC.[C:21]([NH:25][C:26]([C:28]1[C:33]([CH3:34])=[CH:32][CH:31]=[CH:30][N:29]=1)=[O:27])([CH3:24])([CH3:23])[CH3:22].C[O:36][C:37]([CH:39]1[CH2:44][CH2:43][CH:42]([C:45](O)=[O:46])[CH2:41][CH2:40]1)=[O:38], predict the reaction product. The product is: [C:21]([NH:25][C:26]([C:28]1[C:33]([CH2:34][C:45]([CH:42]2[CH2:41][CH2:40][CH:39]([C:37]([OH:38])=[O:36])[CH2:44][CH2:43]2)=[O:46])=[CH:32][CH:31]=[CH:30][N:29]=1)=[O:27])([CH3:24])([CH3:23])[CH3:22]. (2) Given the reactants Cl[CH2:2][C:3]1[N:4]=[C:5]2[S:12][C:11]([CH3:13])=[C:10]([CH:14]3[CH2:17][CH2:16][CH2:15]3)[N:6]2[C:7](=[O:9])[CH:8]=1.[I-].[K+].C(=O)([O-])[O-].[K+].[K+].[CH2:26]([NH:28][C:29]1[CH:34]=[CH:33][C:32]([F:35])=[CH:31][CH:30]=1)[CH3:27], predict the reaction product. The product is: [CH:14]1([C:10]2[N:6]3[C:7](=[O:9])[CH:8]=[C:3]([CH2:2][N:28]([CH2:26][CH3:27])[C:29]4[CH:34]=[CH:33][C:32]([F:35])=[CH:31][CH:30]=4)[N:4]=[C:5]3[S:12][C:11]=2[CH3:13])[CH2:17][CH2:16][CH2:15]1. (3) Given the reactants [Br:1][C:2]1[CH:3]=[C:4]([CH2:11][OH:12])[CH:5]=[C:6]([Br:10])[C:7]=1[CH2:8]Br.BrCC1C=C(Cl)C(CC2C=C(C(C)C)[C:23](=O)[NH:24]N=2)=C(Cl)C=1, predict the reaction product. The product is: [Br:1][C:2]1[CH:3]=[C:4]([CH2:11][OH:12])[CH:5]=[C:6]([Br:10])[C:7]=1[CH2:8][C:23]#[N:24]. (4) Given the reactants FC(F)(F)C([NH:5][C:6]1[CH:11]=[CH:10][C:9]([C:12]#[C:13][CH2:14][CH2:15][CH2:16][CH2:17][OH:18])=[CH:8][CH:7]=1)=O.[OH-].[K+], predict the reaction product. The product is: [NH2:5][C:6]1[CH:7]=[CH:8][C:9]([C:12]#[C:13][CH2:14][CH2:15][CH2:16][CH2:17][OH:18])=[CH:10][CH:11]=1. (5) Given the reactants [CH3:1][N:2]1[CH2:7][CH:6]2[CH2:8][CH:3]1[CH2:4][NH:5]2.F[C:10]1[CH:15]=[CH:14][C:13]([N+:16]([O-:18])=[O:17])=[CH:12][CH:11]=1.C(N(CC)C(C)C)(C)C, predict the reaction product. The product is: [CH3:1][N:2]1[CH2:7][CH:6]2[CH2:8][CH:3]1[CH2:4][N:5]2[C:10]1[CH:15]=[CH:14][C:13]([N+:16]([O-:18])=[O:17])=[CH:12][CH:11]=1.